From a dataset of Peptide-MHC class I binding affinity with 185,985 pairs from IEDB/IMGT. Regression. Given a peptide amino acid sequence and an MHC pseudo amino acid sequence, predict their binding affinity value. This is MHC class I binding data. (1) The peptide sequence is AWRTIMAVLF. The MHC is HLA-A24:02 with pseudo-sequence HLA-A24:02. The binding affinity (normalized) is 0.714. (2) The peptide sequence is AEIRASANLA. The MHC is HLA-B40:02 with pseudo-sequence HLA-B40:02. The binding affinity (normalized) is 0.286. (3) The peptide sequence is TPDYPLIDI. The MHC is HLA-B54:01 with pseudo-sequence HLA-B54:01. The binding affinity (normalized) is 0.342.